From a dataset of Full USPTO retrosynthesis dataset with 1.9M reactions from patents (1976-2016). Predict the reactants needed to synthesize the given product. (1) Given the product [N:36]1([CH:32]2[CH2:31][CH2:30][CH:29]([N:3]3[C:2](=[O:1])[C:7]([CH2:8][C:9]4[CH:10]=[CH:11][C:12]([C:15]5[C:16]([C:21]#[N:22])=[CH:17][CH:18]=[CH:19][CH:20]=5)=[CH:13][CH:14]=4)=[C:6]([CH2:23][CH2:24][CH3:25])[N:5]4[N:26]=[CH:27][N:28]=[C:4]34)[CH2:34][CH2:33]2)[CH2:41][CH2:40][O:39][CH2:38][CH2:37]1, predict the reactants needed to synthesize it. The reactants are: [O:1]=[C:2]1[C:7]([CH2:8][C:9]2[CH:14]=[CH:13][C:12]([C:15]3[C:16]([C:21]#[N:22])=[CH:17][CH:18]=[CH:19][CH:20]=3)=[CH:11][CH:10]=2)=[C:6]([CH2:23][CH2:24][CH3:25])[N:5]2[N:26]=[CH:27][N:28]=[C:4]2[N:3]1[CH:29]1[CH2:34][CH2:33][C:32](=O)[CH2:31][CH2:30]1.[NH:36]1[CH2:41][CH2:40][O:39][CH2:38][CH2:37]1.C([BH3-])#N.[Na+].O. (2) Given the product [CH2:6]([C:7]1[N:8]=[C:9]([CH2:29][CH:30]([CH3:32])[CH3:31])[C:10]2[N:15]=[C:14]([C:16]3[CH:26]=[C:25]([CH3:27])[C:19]([O:20][CH2:21][C:22]([OH:24])=[O:23])=[C:18]([CH3:28])[CH:17]=3)[O:13][C:11]=2[N:12]=1)[C:5]1[CH:4]=[CH:3][CH:2]=[CH:34][CH:33]=1, predict the reactants needed to synthesize it. The reactants are: Cl[C:2]1[CH:34]=[CH:33][C:5]([CH2:6][C:7]2[N:8]=[C:9]([CH2:29][CH:30]([CH3:32])[CH3:31])[C:10]3[N:15]=[C:14]([C:16]4[CH:26]=[C:25]([CH3:27])[C:19]([O:20][CH2:21][C:22]([OH:24])=[O:23])=[C:18]([CH3:28])[CH:17]=4)[O:13][C:11]=3[N:12]=2)=[CH:4][CH:3]=1. (3) Given the product [C:5]([C:7]([C:26]#[N:27])([CH2:20][CH2:21][C:22]([F:25])([F:24])[F:23])[CH2:8][CH2:9][CH:10]1[CH2:11][CH2:12][C:13](=[O:14])[CH2:18][CH2:19]1)#[N:6], predict the reactants needed to synthesize it. The reactants are: C(O)(=O)C.[C:5]([C:7]([C:26]#[N:27])([CH2:20][CH2:21][C:22]([F:25])([F:24])[F:23])[CH2:8][CH2:9][CH:10]1[CH2:19][CH2:18][C:13]2(OCC[O:14]2)[CH2:12][CH2:11]1)#[N:6]. (4) Given the product [Cl:1][C:2]1[CH:7]=[CH:6][C:5]2[N:4]([C:11]([CH:13]3[CH2:18][CH2:17][N:16]([C:19]([O:21][C:22]([CH3:25])([CH3:24])[CH3:23])=[O:20])[CH2:15][CH2:14]3)=[N:9][N:10]=2)[N:3]=1, predict the reactants needed to synthesize it. The reactants are: [Cl:1][C:2]1[N:3]=[N:4][C:5](Cl)=[CH:6][CH:7]=1.[NH:9]([C:11]([CH:13]1[CH2:18][CH2:17][N:16]([C:19]([O:21][C:22]([CH3:25])([CH3:24])[CH3:23])=[O:20])[CH2:15][CH2:14]1)=O)[NH2:10].C(OC(OC(C)(C)C)=O)(OC(C)(C)C)=O.CN1CCOCC1. (5) Given the product [Cl:1][C:2]1[CH:10]=[CH:9][CH:8]=[CH:7][C:3]=1/[CH:4]=[N:5]/[NH:6][C:18]1[CH:23]=[C:22]([Cl:24])[CH:21]=[C:20]([CH3:25])[N:19]=1, predict the reactants needed to synthesize it. The reactants are: [Cl:1][C:2]1[CH:10]=[CH:9][CH:8]=[CH:7][C:3]=1/[CH:4]=[N:5]/[NH2:6].C(=O)([O-])[O-].[K+].[K+].Cl[C:18]1[CH:23]=[C:22]([Cl:24])[CH:21]=[C:20]([CH3:25])[N:19]=1.O. (6) Given the product [CH3:28][C:27]([CH3:30])([CH3:29])[C:26]([NH:25][C:23]1[CH:22]=[CH:21][C:8]([O:9][C:10]2[CH:11]=[C:12]([CH2:17][C:18]([OH:20])=[O:19])[CH:13]=[CH:14][C:15]=2[OH:16])=[C:7]([CH2:6][S:5]([C:1]([CH3:4])([CH3:3])[CH3:2])=[O:40])[CH:24]=1)=[O:31], predict the reactants needed to synthesize it. The reactants are: [C:1]([S:5][CH2:6][C:7]1[CH:24]=[C:23]([NH:25][C:26](=[O:31])[C:27]([CH3:30])([CH3:29])[CH3:28])[CH:22]=[CH:21][C:8]=1[O:9][C:10]1[CH:11]=[C:12]([CH2:17][C:18]([OH:20])=[O:19])[CH:13]=[CH:14][C:15]=1[OH:16])([CH3:4])([CH3:3])[CH3:2].ClC1C=CC=C(C(OO)=[O:40])C=1. (7) Given the product [CH3:30][O:22][C:21]([C@H:10]1[C@@H:11]([C:13]2[CH:18]=[CH:17][C:16]([Cl:19])=[C:15]([Cl:20])[CH:14]=2)[CH2:12][N:8]([CH2:1][C:2]2[CH:7]=[CH:6][CH:5]=[CH:4][CH:3]=2)[CH2:9]1)=[O:23], predict the reactants needed to synthesize it. The reactants are: [CH2:1]([N:8]1[CH2:12][C@H:11]([C:13]2[CH:18]=[CH:17][C:16]([Cl:19])=[C:15]([Cl:20])[CH:14]=2)[C@H:10]([C:21]([OH:23])=[O:22])[CH2:9]1)[C:2]1[CH:7]=[CH:6][CH:5]=[CH:4][CH:3]=1.S(=O)(=O)(O)O.Cl[CH2:30]Cl.C(=O)([O-])[O-].[Na+].[Na+]. (8) Given the product [C:1]1([S:7]([C:10]2[C:18]3[C:13](=[CH:14][CH:15]=[CH:16][CH:17]=3)[N:12]([CH2:22][CH2:23][CH2:24][N:25]3[C:29](=[O:30])[C:28]4[C:27](=[CH:34][CH:33]=[CH:32][CH:31]=4)[C:26]3=[O:35])[CH:11]=2)(=[O:8])=[O:9])[CH:2]=[CH:3][CH:4]=[CH:5][CH:6]=1, predict the reactants needed to synthesize it. The reactants are: [C:1]1([S:7]([C:10]2[C:18]3[C:13](=[CH:14][CH:15]=[CH:16][CH:17]=3)[NH:12][CH:11]=2)(=[O:9])=[O:8])[CH:6]=[CH:5][CH:4]=[CH:3][CH:2]=1.[H-].[Na+].Br[CH2:22][CH2:23][CH2:24][N:25]1[C:29](=[O:30])[C:28]2=[CH:31][CH:32]=[CH:33][CH:34]=[C:27]2[C:26]1=[O:35]. (9) Given the product [C:25]([C:28]1[CH:35]=[CH:34][C:31]([C:32]#[N:33])=[CH:30][C:29]=1[O:24][C:21]1[CH:20]=[CH:19][C:18]([N:15]2[CH2:14][CH2:13][CH:12]([O:11][CH2:10][CH2:9][OH:8])[CH2:17][CH2:16]2)=[CH:23][CH:22]=1)(=[O:27])[CH3:26], predict the reactants needed to synthesize it. The reactants are: [Si]([O:8][CH2:9][CH2:10][O:11][CH:12]1[CH2:17][CH2:16][N:15]([C:18]2[CH:23]=[CH:22][C:21]([OH:24])=[CH:20][CH:19]=2)[CH2:14][CH2:13]1)(C(C)(C)C)(C)C.[C:25]([C:28]1[CH:35]=[CH:34][C:31]([C:32]#[N:33])=[CH:30][C:29]=1F)(=[O:27])[CH3:26].